This data is from Forward reaction prediction with 1.9M reactions from USPTO patents (1976-2016). The task is: Predict the product of the given reaction. Given the reactants [CH3:1][O:2][C:3]1[CH:4]=[C:5]([SH:11])[CH:6]=[CH:7][C:8]=1[O:9][CH3:10].Br[CH2:13][C:14](=[O:17])[CH2:15][CH3:16].C([O-])([O-])=O.[K+].[K+], predict the reaction product. The product is: [CH3:1][O:2][C:3]1[CH:4]=[C:5]([S:11][CH2:13][C:14](=[O:17])[CH2:15][CH3:16])[CH:6]=[CH:7][C:8]=1[O:9][CH3:10].